Dataset: Reaction yield outcomes from USPTO patents with 853,638 reactions. Task: Predict the reaction yield, written as a fraction of the theoretical maximum amount of product (1.0 means a 100% yield; for example, 0.34 means a 34% yield). The reactants are [Si:1]([O:8][CH2:9][CH2:10][NH:11][CH:12]([CH3:14])[CH3:13])([C:4]([CH3:7])([CH3:6])[CH3:5])([CH3:3])[CH3:2].[CH2:15]([O:22][C:23]1[C:24]([C:40](O)=[O:41])=[N:25][C:26]([CH2:30][C:31]([CH3:39])([C:33]2[CH:38]=[CH:37][CH:36]=[CH:35][CH:34]=2)[CH3:32])=[N:27][C:28]=1[OH:29])[C:16]1[CH:21]=[CH:20][CH:19]=[CH:18][CH:17]=1.O=P(Cl)(Cl)Cl. The catalyst is O.N1C=CC=CC=1. The product is [CH2:15]([O:22][C:23]1[C:24]([C:40]([N:11]([CH2:10][CH2:9][O:8][Si:1]([C:4]([CH3:7])([CH3:6])[CH3:5])([CH3:3])[CH3:2])[CH:12]([CH3:14])[CH3:13])=[O:41])=[N:25][C:26]([CH2:30][C:31]([CH3:32])([C:33]2[CH:34]=[CH:35][CH:36]=[CH:37][CH:38]=2)[CH3:39])=[N:27][C:28]=1[OH:29])[C:16]1[CH:21]=[CH:20][CH:19]=[CH:18][CH:17]=1. The yield is 0.260.